The task is: Predict the reaction yield, written as a fraction of the theoretical maximum amount of product (1.0 means a 100% yield; for example, 0.34 means a 34% yield).. This data is from Reaction yield outcomes from USPTO patents with 853,638 reactions. The reactants are [NH2:1][C:2]1[N:10]=[CH:9][CH:8]=[CH:7][C:3]=1[C:4](O)=[O:5].[H-].[Al+3].[Li+].[H-].[H-].[H-]. The catalyst is C1COCC1. The product is [NH2:1][C:2]1[C:3]([CH2:4][OH:5])=[CH:7][CH:8]=[CH:9][N:10]=1. The yield is 0.830.